The task is: Predict the reactants needed to synthesize the given product.. This data is from Full USPTO retrosynthesis dataset with 1.9M reactions from patents (1976-2016). Given the product [NH2:21][C:3]1[C:2]([F:1])=[C:10]([NH:11][S:12]([CH2:15][CH3:16])(=[O:14])=[O:13])[CH:9]=[CH:8][C:7]=1[F:18], predict the reactants needed to synthesize it. The reactants are: [F:1][C:2]1[C:10]([NH:11][S:12]([CH2:15][CH2:16]C)(=[O:14])=[O:13])=[CH:9][CH:8]=[C:7]([F:18])[C:3]=1C(O)=O.C([N:21](CC)CC)C.C1C=CC(OP(OC2C=CC=CC=2)(N=[N+]=[N-])=O)=CC=1.O.